Dataset: Full USPTO retrosynthesis dataset with 1.9M reactions from patents (1976-2016). Task: Predict the reactants needed to synthesize the given product. (1) Given the product [C:1]([C:5]1[CH:13]=[CH:12][C:8]2[C:9](=[O:11])[C:8]3[C:7](=[CH:6][C:5]([C:1]([CH3:3])([CH3:2])[CH3:4])=[CH:13][CH:12]=3)[C:14](=[O:25])[C:7]=2[CH:6]=1)([CH3:4])([CH3:3])[CH3:2], predict the reactants needed to synthesize it. The reactants are: [C:1]([C:5]1[CH:13]=[CH:12][C:8]([C:9]([OH:11])=O)=[C:7]([C:14](=[O:25])C2C=CC(C(C)(C)C)=CC=2)[CH:6]=1)([CH3:4])([CH3:3])[CH3:2]. (2) Given the product [CH2:22]([O:21][P:20]([CH:11]1[C:10](=[O:19])[N:9]2[C@H:14]([CH2:15][CH2:16][CH2:17][C@H:8]2[C:5]2[CH:6]=[CH:7][C:2]([Cl:1])=[CH:3][CH:4]=2)[CH2:13][CH2:12]1)(=[O:27])[O:24][CH2:25][CH3:26])[CH3:23], predict the reactants needed to synthesize it. The reactants are: [Cl:1][C:2]1[CH:7]=[CH:6][C:5]([C@@H:8]2[CH2:17][CH2:16][CH2:15][C@H:14]3[N:9]2[C:10](=[O:19])[CH:11](I)[CH2:12][CH2:13]3)=[CH:4][CH:3]=1.[P:20]([O:27]CC)([O:24][CH2:25][CH3:26])[O:21][CH2:22][CH3:23]. (3) Given the product [Cl:1][C:2]1[C:10]([Cl:11])=[CH:9][CH:8]=[CH:7][C:3]=1[C:4]([NH:22][CH2:21][CH:20]([C:17]1[CH:16]=[CH:15][C:14]([O:13][CH3:12])=[CH:19][CH:18]=1)[N:23]1[CH2:28][CH2:27][CH2:26][CH2:25][CH2:24]1)=[O:6], predict the reactants needed to synthesize it. The reactants are: [Cl:1][C:2]1[C:10]([Cl:11])=[CH:9][CH:8]=[CH:7][C:3]=1[C:4]([OH:6])=O.[CH3:12][O:13][C:14]1[CH:19]=[CH:18][C:17]([CH:20]([N:23]2[CH2:28][CH2:27][CH2:26][CH2:25][CH2:24]2)[CH2:21][NH2:22])=[CH:16][CH:15]=1.